The task is: Predict the product of the given reaction.. This data is from Forward reaction prediction with 1.9M reactions from USPTO patents (1976-2016). (1) Given the reactants Cl[C:2]1[CH:7]=[C:6]([CH3:8])[N:5]=[C:4]([C:9]2[CH:14]=[CH:13][CH:12]=[CH:11][N:10]=2)[N:3]=1.[CH3:15][S:16][C:17]1[CH:18]=[C:19]([CH:21]=[CH:22][CH:23]=1)[NH2:20], predict the reaction product. The product is: [CH3:15][S:16][C:17]1[CH:18]=[C:19]([CH:21]=[CH:22][CH:23]=1)[NH:20][C:2]1[CH:7]=[C:6]([CH3:8])[N:5]=[C:4]([C:9]2[CH:14]=[CH:13][CH:12]=[CH:11][N:10]=2)[N:3]=1. (2) Given the reactants [CH2:1]([O:8][C:9]1[C:14](Br)=[N:13][C:12]([C:16]2[CH:21]=[CH:20][CH:19]=[CH:18][CH:17]=2)=[CH:11][N:10]=1)[C:2]1[CH:7]=[CH:6][CH:5]=[CH:4][CH:3]=1.[C:22]1([N:28]2[C:32](B3OC(C)(C)C(C)(C)O3)=[CH:31][CH:30]=[N:29]2)[CH:27]=[CH:26][CH:25]=[CH:24][CH:23]=1.C(=O)([O-])[O-].[Cs+].[Cs+], predict the reaction product. The product is: [CH2:1]([O:8][C:9]1[C:14]([C:32]2[N:28]([C:22]3[CH:23]=[CH:24][CH:25]=[CH:26][CH:27]=3)[N:29]=[CH:30][CH:31]=2)=[N:13][C:12]([C:16]2[CH:21]=[CH:20][CH:19]=[CH:18][CH:17]=2)=[CH:11][N:10]=1)[C:2]1[CH:7]=[CH:6][CH:5]=[CH:4][CH:3]=1.